Task: Predict the product of the given reaction.. Dataset: Forward reaction prediction with 1.9M reactions from USPTO patents (1976-2016) (1) Given the reactants [NH2:1][C:2]1[N:9]=[CH:8][C:7]([Br:10])=[CH:6][C:3]=1[CH:4]=O.[C:11]([C:15]1[CH:28]=[CH:27][C:18]([CH2:19][NH:20][C:21](=[O:26])[CH2:22][C:23](=O)[CH3:24])=[CH:17][CH:16]=1)([CH3:14])([CH3:13])[CH3:12].CCO, predict the reaction product. The product is: [Br:10][C:7]1[CH:6]=[C:3]2[C:2](=[N:9][CH:8]=1)[N:1]=[C:23]([CH3:24])[C:22]([C:21]([NH:20][CH2:19][C:18]1[CH:17]=[CH:16][C:15]([C:11]([CH3:14])([CH3:13])[CH3:12])=[CH:28][CH:27]=1)=[O:26])=[CH:4]2. (2) Given the reactants [CH2:1]([N:8]1[CH2:13][CH2:12][CH:11]([NH:14][CH2:15][C:16]2[CH:21]=[CH:20][CH:19]=[C:18]([F:22])[C:17]=2[NH:23][C:24](=[O:30])OC(C)(C)C)[CH2:10][CH2:9]1)[C:2]1[CH:7]=[CH:6][CH:5]=[CH:4][CH:3]=1, predict the reaction product. The product is: [CH2:1]([N:8]1[CH2:9][CH2:10][CH:11]([N:14]2[CH2:15][C:16]3[C:17](=[C:18]([F:22])[CH:19]=[CH:20][CH:21]=3)[NH:23][C:24]2=[O:30])[CH2:12][CH2:13]1)[C:2]1[CH:3]=[CH:4][CH:5]=[CH:6][CH:7]=1. (3) The product is: [CH3:30][C:29]([O:21][C@@H:16]1[CH2:17][O:18][C:19](/[C:15]/1=[CH:14]/[CH2:13][C@H:12]1[C@:2]2([CH3:1])[CH2:3][CH2:4][C@H:5]3[O:25][C:24]([CH3:27])([CH3:26])[O:23][CH2:22][C@@:6]3([CH3:28])[C@H:7]2[CH2:8][CH2:9][C:10]1=[CH2:11])=[O:20])=[O:31]. Given the reactants [CH3:1][C@:2]12[C@H:12]([CH2:13]/[CH:14]=[C:15]3\[C@H:16]([OH:21])[CH2:17][O:18][C:19]\3=[O:20])[C:10](=[CH2:11])[CH2:9][CH2:8][C@@H:7]1[C@:6]1([CH3:28])[CH2:22][O:23][C:24]([CH3:27])([CH3:26])[O:25][C@@H:5]1[CH2:4][CH2:3]2.[C:29](OC(=O)C)(=[O:31])[CH3:30], predict the reaction product. (4) Given the reactants [H-].[Na+].[Cl:3][C:4]1[CH:5]=[C:6]([C:9]([O:11][CH3:12])=[O:10])[NH:7][CH:8]=1.O.Cl.C[N:16](C=O)C, predict the reaction product. The product is: [ClH:3].[NH2:16][N:7]1[CH:8]=[C:4]([Cl:3])[CH:5]=[C:6]1[C:9]([O:11][CH3:12])=[O:10]. (5) Given the reactants [F:1][C:2]1([F:22])[CH2:7][CH2:6][CH:5]([CH2:8][NH:9][C:10]([C:12]2[C:20]3[C:15](=[CH:16][CH:17]=[CH:18][C:19]=3[Cl:21])[NH:14][CH:13]=2)=[O:11])[CH2:4][CH2:3]1.C(OC([N:30]1[CH2:33][CH2:32][C@@H:31]1[CH2:34]O)=O)(C)(C)C.C(O)(C(F)(F)F)=O, predict the reaction product. The product is: [NH:30]1[CH2:33][CH2:32][C@@H:31]1[CH2:34][N:14]1[C:15]2[C:20](=[C:19]([Cl:21])[CH:18]=[CH:17][CH:16]=2)[C:12]([C:10]([NH:9][CH2:8][CH:5]2[CH2:6][CH2:7][C:2]([F:1])([F:22])[CH2:3][CH2:4]2)=[O:11])=[CH:13]1.